Regression. Given a peptide amino acid sequence and an MHC pseudo amino acid sequence, predict their binding affinity value. This is MHC class I binding data. From a dataset of Peptide-MHC class I binding affinity with 185,985 pairs from IEDB/IMGT. (1) The peptide sequence is KAAKRISHG. The MHC is HLA-B15:01 with pseudo-sequence HLA-B15:01. The binding affinity (normalized) is 0.173. (2) The peptide sequence is EMKTDAATL. The MHC is HLA-A02:01 with pseudo-sequence HLA-A02:01. The binding affinity (normalized) is 0. (3) The peptide sequence is INPSAMLSAIY. The MHC is Mamu-A01 with pseudo-sequence Mamu-A01. The binding affinity (normalized) is 0.145. (4) The peptide sequence is PLRPMTYK. The binding affinity (normalized) is 0. The MHC is HLA-A30:02 with pseudo-sequence HLA-A30:02. (5) The peptide sequence is STLNFNNLY. The MHC is HLA-B45:01 with pseudo-sequence HLA-B45:01. The binding affinity (normalized) is 0.0252. (6) The peptide sequence is ANVNARNRF. The MHC is HLA-B15:03 with pseudo-sequence HLA-B15:03. The binding affinity (normalized) is 0.416. (7) The peptide sequence is KRMMIRYCL. The MHC is HLA-B39:01 with pseudo-sequence HLA-B39:01. The binding affinity (normalized) is 0.518. (8) The peptide sequence is RNPQKENDQY. The MHC is HLA-A30:02 with pseudo-sequence HLA-A30:02. The binding affinity (normalized) is 0. (9) The peptide sequence is CQITRRDWSF. The MHC is HLA-A24:02 with pseudo-sequence HLA-A24:02. The binding affinity (normalized) is 0.684. (10) The peptide sequence is GLCTLVAML. The MHC is HLA-A29:02 with pseudo-sequence HLA-A29:02. The binding affinity (normalized) is 0.